Dataset: Catalyst prediction with 721,799 reactions and 888 catalyst types from USPTO. Task: Predict which catalyst facilitates the given reaction. (1) Reactant: [Cl:1][C:2]1[C:3]([OH:27])=[C:4]([CH:8]=[C:9]([CH2:15][C:16]2[CH:21]=[CH:20][C:19]([N:22]3[CH:26]=[CH:25][CH:24]=[N:23]3)=[CH:18][CH:17]=2)[C:10]=1[C:11]([F:14])([F:13])[F:12])[C:5]([OH:7])=[O:6].[C:28](Cl)(=O)[C:29](Cl)=O.C(N(CC)CC)C. Product: [Cl:1][C:2]1[C:3]([OH:27])=[C:4]([CH:8]=[C:9]([CH2:15][C:16]2[CH:17]=[CH:18][C:19]([N:22]3[CH:26]=[CH:25][CH:24]=[N:23]3)=[CH:20][CH:21]=2)[C:10]=1[C:11]([F:14])([F:13])[F:12])[C:5]([O:7][CH2:28][CH3:29])=[O:6]. The catalyst class is: 429. (2) Reactant: [C:1]([C:3]1[C:8]2[S:9][CH:10]=[CH:11][C:7]=2[C:6]([NH:12][C@H:13]([C@@H:26]([OH:28])[CH3:27])[C:14]([NH:16][NH:17][C:18](=O)[C:19]2[CH:24]=[CH:23][CH:22]=[CH:21][CH:20]=2)=[O:15])=[CH:5][CH:4]=1)#[N:2].CCN(P1(N(C)CCCN1C)=NC(C)(C)C)CC.CO. Product: [OH:28][C@@H:26]([CH3:27])[C@@H:13]([NH:12][C:6]1[C:7]2[CH:11]=[CH:10][S:9][C:8]=2[C:3]([C:1]#[N:2])=[CH:4][CH:5]=1)[C:14]1[O:15][C:18]([C:19]2[CH:20]=[CH:21][CH:22]=[CH:23][CH:24]=2)=[N:17][N:16]=1. The catalyst class is: 1. (3) Reactant: N(C(OCC)=O)=NC(OCC)=O.[CH2:13]1[CH:21]2[CH:16]([CH:17]3[CH2:22][CH:20]2[CH2:19][CH:18]3O)[CH2:15][CH2:14]1.[C:24]1(=[O:34])[NH:28][C:27](=[O:29])[C:26]2=[CH:30][CH:31]=[CH:32][CH:33]=[C:25]12.C1(P(C2C=CC=CC=2)C2C=CC=CC=2)C=CC=CC=1. Product: [CH2:13]1[CH:21]2[CH:16]([CH:17]3[CH2:22][CH:20]2[CH2:19][CH:18]3[N:28]2[C:24](=[O:34])[C:25]3[C:26](=[CH:30][CH:31]=[CH:32][CH:33]=3)[C:27]2=[O:29])[CH2:15][CH2:14]1. The catalyst class is: 1. (4) Reactant: [NH2:1][C:2]1[CH:3]=[C:4]([CH:8]=[CH:9][CH:10]=1)[C:5]([OH:7])=[O:6].C(N(C(C)C)C(C)C)C.[C:20]([NH:37][CH2:38][C:39](Cl)=[O:40])([O:22][CH2:23][CH:24]1[C:36]2[C:31](=[CH:32][CH:33]=[CH:34][CH:35]=2)[C:30]2[C:25]1=[CH:26][CH:27]=[CH:28][CH:29]=2)=[O:21].Cl. Product: [CH:26]1[C:25]2[CH:24]([CH2:23][O:22][C:20]([NH:37][CH2:38][C:39]([NH:1][C:2]3[CH:3]=[C:4]([CH:8]=[CH:9][CH:10]=3)[C:5]([OH:7])=[O:6])=[O:40])=[O:21])[C:36]3[C:31](=[CH:32][CH:33]=[CH:34][CH:35]=3)[C:30]=2[CH:29]=[CH:28][CH:27]=1. The catalyst class is: 76. (5) Reactant: [H-].[H-].[H-].[H-].[Li+].[Al+3].[F:7][C:8]([F:25])([F:24])[C:9]1[CH:14]=[CH:13][C:12]([C:15]2[CH:23]=[CH:22][C:18]([C:19](O)=[O:20])=[CH:17][CH:16]=2)=[CH:11][CH:10]=1.O.[OH-].[K+]. Product: [F:7][C:8]([F:24])([F:25])[C:9]1[CH:10]=[CH:11][C:12]([C:15]2[CH:23]=[CH:22][C:18]([CH2:19][OH:20])=[CH:17][CH:16]=2)=[CH:13][CH:14]=1. The catalyst class is: 1. (6) Product: [CH3:1][N:2]1[C:6]2[CH2:7][NH:8][CH2:9][C:5]=2[N:4]=[C:3]1[C:17]([F:19])([F:18])[F:20]. The catalyst class is: 125. Reactant: [CH3:1][N:2]1[CH:6]2[CH2:7][N:8](C(OC(C)(C)C)=O)[CH2:9][CH:5]2[N:4]=[C:3]1[C:17]([F:20])([F:19])[F:18].Cl. (7) Reactant: C(OC([NH:8][C:9]([CH3:33])([CH3:32])[CH2:10][CH2:11][N:12]1[CH:16]=[C:15]([C:17]2[CH:31]=[CH:30][C:20]([O:21][C:22]([CH3:29])([CH3:28])[C:23]([O:25][CH2:26][CH3:27])=[O:24])=[CH:19][CH:18]=2)[N:14]=[CH:13]1)=O)(C)(C)C. Product: [NH2:8][C:9]([CH3:32])([CH3:33])[CH2:10][CH2:11][N:12]1[CH:16]=[C:15]([C:17]2[CH:31]=[CH:30][C:20]([O:21][C:22]([CH3:28])([CH3:29])[C:23]([O:25][CH2:26][CH3:27])=[O:24])=[CH:19][CH:18]=2)[N:14]=[CH:13]1. The catalyst class is: 33. (8) Reactant: [S:1]1[CH:5]=[CH:4][CH:3]=[C:2]1[C:6]1[C:7](=[O:13])[NH:8][C:9](=[O:12])[NH:10][CH:11]=1.Br[CH2:15][CH2:16][CH2:17][CH2:18][Cl:19].C(=O)([O-])[O-].[K+].[K+].Cl. Product: [Cl:19][CH2:18][CH2:17][CH2:16][CH2:15][N:10]1[CH:11]=[C:6]([C:2]2[S:1][CH:5]=[CH:4][CH:3]=2)[C:7](=[O:13])[NH:8][C:9]1=[O:12]. The catalyst class is: 248. (9) Reactant: [F:1][CH2:2][CH2:3][N:4]([CH2:6][C:7]1[CH:14]=[CH:13][C:10]([CH:11]=O)=[CH:9][CH:8]=1)[CH3:5].[O:15]1[C:19]([C:20]2[CH:25]=[CH:24][C:23]([NH:26][NH2:27])=[CH:22][CH:21]=2)=[CH:18][N:17]=[CH:16]1. Product: [O:15]1[C:19]([C:20]2[CH:21]=[CH:22][C:23]([NH:26][N:27]=[CH:11][C:10]3[CH:13]=[CH:14][C:7]([CH2:6][N:4]([CH2:3][CH2:2][F:1])[CH3:5])=[CH:8][CH:9]=3)=[CH:24][CH:25]=2)=[CH:18][N:17]=[CH:16]1. The catalyst class is: 8.